Predict the reactants needed to synthesize the given product. From a dataset of Full USPTO retrosynthesis dataset with 1.9M reactions from patents (1976-2016). (1) The reactants are: C(N(CC)C(C)C)(C)C.[C:10]([N:17]1[CH2:24][CH2:23][CH2:22][C@H:18]1[C:19]([OH:21])=O)([O:12][C:13]([CH3:16])([CH3:15])[CH3:14])=[O:11].CN(C(ON1N=NC2C=CC=NC1=2)=[N+](C)C)C.F[P-](F)(F)(F)(F)F.Cl.[NH2:50][CH2:51][C:52]([C:54]1[CH:59]=[CH:58][C:57]([Br:60])=[CH:56][CH:55]=1)=[O:53]. Given the product [Br:60][C:57]1[CH:56]=[CH:55][C:54]([C:52](=[O:53])[CH2:51][NH:50][C:19]([C@@H:18]2[CH2:22][CH2:23][CH2:24][N:17]2[C:10]([O:12][C:13]([CH3:14])([CH3:15])[CH3:16])=[O:11])=[O:21])=[CH:59][CH:58]=1, predict the reactants needed to synthesize it. (2) Given the product [CH:40]1([O:1][C:2]2[CH:25]=[CH:24][C:5]3[C:6]([CH2:9][CH2:10][CH:11]4[CH2:16][CH2:15][N:14]([C:17]([O:19][C:20]([CH3:23])([CH3:22])[CH3:21])=[O:18])[CH2:13][CH2:12]4)=[N:7][O:8][C:4]=3[C:3]=2[CH2:26][OH:27])[CH2:39][CH2:38][CH2:37][CH:36]=[CH:35]1, predict the reactants needed to synthesize it. The reactants are: [OH:1][C:2]1[CH:25]=[CH:24][C:5]2[C:6]([CH2:9][CH2:10][CH:11]3[CH2:16][CH2:15][N:14]([C:17]([O:19][C:20]([CH3:23])([CH3:22])[CH3:21])=[O:18])[CH2:13][CH2:12]3)=[N:7][O:8][C:4]=2[C:3]=1[CH2:26][OH:27].C(=O)([O-])[O-].[K+].[K+].Br[CH:35]1[CH2:40][CH2:39][CH2:38][CH:37]=[CH:36]1.O. (3) Given the product [CH3:10][CH:9]([CH3:12])[CH2:8][CH2:7][NH:6][CH2:36][C:38]1[S:42][C:41]([B:43]([OH:45])[OH:44])=[CH:40][CH:39]=1, predict the reactants needed to synthesize it. The reactants are: C(S([N:6]1C[CH2:10][CH:9]([C:12]2C3C(=C(C(N)=O)C=C(C4SC(CNCC(C)CC)=CC=4)C=3)NC=2)[CH2:8][CH2:7]1)(=O)=O)C.[CH:36]([C:38]1[S:42][C:41]([B:43]([OH:45])[OH:44])=[CH:40][CH:39]=1)=O.CC(C)CCN.[BH3-]C#N.[Na+].